This data is from Full USPTO retrosynthesis dataset with 1.9M reactions from patents (1976-2016). The task is: Predict the reactants needed to synthesize the given product. (1) The reactants are: Cl[CH2:2][C:3]1[N:4]=[C:5]([CH:8]([CH3:10])[CH3:9])[S:6][CH:7]=1.BrCC1CCCCO1.[CH3:19][N:20]([CH3:48])[C:21]1[N:26]=[CH:25][C:24]([C:27]2[CH:35]=[CH:34][CH:33]=[C:32]3[C:28]=2[C:29]2([C:40]4=[CH:41][C:42]5[O:46][CH2:45][O:44][C:43]=5[CH:47]=[C:39]4[O:38][CH2:37]2)[C:30](=[O:36])[NH:31]3)=[CH:23][CH:22]=1.N1C2C(=CC=CC=2)C2(COC3C=C4C(=CC2=3)CCO4)C1=O. Given the product [CH3:19][N:20]([CH3:48])[C:21]1[N:26]=[CH:25][C:24]([C:27]2[CH:35]=[CH:34][CH:33]=[C:32]3[C:28]=2[C:29]2([C:40]4=[CH:41][C:42]5[O:46][CH2:45][O:44][C:43]=5[CH:47]=[C:39]4[O:38][CH2:37]2)[C:30](=[O:36])[N:31]3[CH2:2][C:3]2[N:4]=[C:5]([CH:8]([CH3:10])[CH3:9])[S:6][CH:7]=2)=[CH:23][CH:22]=1, predict the reactants needed to synthesize it. (2) Given the product [CH:17]([C:16]1[NH:15][N:14]=[C:13]([O:20][C@@H:34]2[O:35][C@H:30]([CH2:29][O:28][C:26](=[O:27])[CH3:25])[C@@H:31]([O:45][C:46](=[O:47])[CH3:48])[C@H:32]([O:41][C:42](=[O:43])[CH3:44])[C@H:33]2[O:37][C:38](=[O:39])[CH3:40])[C:12]=1[CH2:11][C:10]1[CH:21]=[CH:22][CH:23]=[CH:24][C:9]=1[O:8][CH2:1][C:2]1[CH:3]=[CH:4][CH:5]=[CH:6][CH:7]=1)([CH3:19])[CH3:18], predict the reactants needed to synthesize it. The reactants are: [CH2:1]([O:8][C:9]1[CH:24]=[CH:23][CH:22]=[CH:21][C:10]=1[CH2:11][C:12]1[C:13](=[O:20])[NH:14][NH:15][C:16]=1[CH:17]([CH3:19])[CH3:18])[C:2]1[CH:7]=[CH:6][CH:5]=[CH:4][CH:3]=1.[CH3:25][C:26]([O:28][CH2:29][C@H:30]1[O:35][C@H:34](Br)[C@H:33]([O:37][C:38]([CH3:40])=[O:39])[C@@H:32]([O:41][C:42]([CH3:44])=[O:43])[C@@H:31]1[O:45][C:46]([CH3:48])=[O:47])=[O:27]. (3) The reactants are: [CH:1]([C:3]1[CH:4]=[N:5][C:6]2[C:11]([CH:12]=1)=[CH:10][CH:9]=[C:8]([NH:13][C:14]([C:16]1[C:17]([C:22]3[CH:27]=[CH:26][C:25]([C:28]([F:31])([F:30])[F:29])=[CH:24][CH:23]=3)=[CH:18][CH:19]=[CH:20][CH:21]=1)=[O:15])[CH:7]=2)=[O:2].P([O-])(O)(O)=[O:33].[K+].Cl([O-])=O.[Na+].S([O-])([O-])=O.[Na+].[Na+].Cl. Given the product [F:30][C:28]([F:31])([F:29])[C:25]1[CH:24]=[CH:23][C:22]([C:17]2[C:16]([C:14]([NH:13][C:8]3[CH:7]=[C:6]4[C:11]([CH:12]=[C:3]([C:1]([OH:33])=[O:2])[CH:4]=[N:5]4)=[CH:10][CH:9]=3)=[O:15])=[CH:21][CH:20]=[CH:19][CH:18]=2)=[CH:27][CH:26]=1, predict the reactants needed to synthesize it. (4) Given the product [Cl:1][C:2]1[C:3](=[O:27])[N:4]([CH2:20][CH2:21][CH:22]=[O:23])[C:5]([C:9]2[C:13]([Cl:14])=[C:12]([O:15][CH:16]([F:17])[F:18])[N:11]([CH3:19])[N:10]=2)=[C:6]([F:8])[CH:7]=1, predict the reactants needed to synthesize it. The reactants are: [Cl:1][C:2]1[C:3](=[O:27])[N:4]([CH2:20][CH2:21][CH:22]2OCC[O:23]2)[C:5]([C:9]2[C:13]([Cl:14])=[C:12]([O:15][CH:16]([F:18])[F:17])[N:11]([CH3:19])[N:10]=2)=[C:6]([F:8])[CH:7]=1.O1CCCC1. (5) Given the product [CH3:21][O:22][C:23]([C@@H:25]1[CH2:29][C@@H:28]([OH:30])[CH2:27][N:26]1[C:10](=[O:12])[C@@H:9]([NH:8][C:6]([O:5][C:1]([CH3:2])([CH3:3])[CH3:4])=[O:7])[CH2:13][CH2:14][CH2:15][CH2:16][CH2:17][CH:18]=[CH2:19])=[O:24], predict the reactants needed to synthesize it. The reactants are: [C:1]([O:5][C:6]([NH:8][C@@H:9]([CH2:13][CH2:14][CH2:15][CH2:16][CH2:17][CH:18]=[CH2:19])[C:10]([OH:12])=O)=[O:7])([CH3:4])([CH3:3])[CH3:2].Cl.[CH3:21][O:22][C:23]([C@@H:25]1[CH2:29][C@@H:28]([OH:30])[CH2:27][NH:26]1)=[O:24].CN1CCOCC1.CN(C(ON1N=NC2C=CC=NC1=2)=[N+](C)C)C.F[P-](F)(F)(F)(F)F.